Dataset: NCI-60 drug combinations with 297,098 pairs across 59 cell lines. Task: Regression. Given two drug SMILES strings and cell line genomic features, predict the synergy score measuring deviation from expected non-interaction effect. (1) Drug 1: CC1OCC2C(O1)C(C(C(O2)OC3C4COC(=O)C4C(C5=CC6=C(C=C35)OCO6)C7=CC(=C(C(=C7)OC)O)OC)O)O. Drug 2: CCN(CC)CCNC(=O)C1=C(NC(=C1C)C=C2C3=C(C=CC(=C3)F)NC2=O)C. Cell line: HCC-2998. Synergy scores: CSS=16.0, Synergy_ZIP=1.40, Synergy_Bliss=4.33, Synergy_Loewe=0.145, Synergy_HSA=3.10. (2) Drug 1: C1CCN(CC1)CCOC2=CC=C(C=C2)C(=O)C3=C(SC4=C3C=CC(=C4)O)C5=CC=C(C=C5)O. Drug 2: CCN(CC)CCNC(=O)C1=C(NC(=C1C)C=C2C3=C(C=CC(=C3)F)NC2=O)C. Cell line: A498. Synergy scores: CSS=1.47, Synergy_ZIP=0.404, Synergy_Bliss=1.22, Synergy_Loewe=-1.94, Synergy_HSA=-1.30. (3) Drug 1: COC1=C(C=C2C(=C1)N=CN=C2NC3=CC(=C(C=C3)F)Cl)OCCCN4CCOCC4. Drug 2: CC12CCC3C(C1CCC2OP(=O)(O)O)CCC4=C3C=CC(=C4)OC(=O)N(CCCl)CCCl.[Na+]. Cell line: COLO 205. Synergy scores: CSS=-1.34, Synergy_ZIP=-3.49, Synergy_Bliss=-9.67, Synergy_Loewe=-14.8, Synergy_HSA=-9.79. (4) Drug 2: CC(C)NC(=O)C1=CC=C(C=C1)CNNC.Cl. Drug 1: CCN(CC)CCCC(C)NC1=C2C=C(C=CC2=NC3=C1C=CC(=C3)Cl)OC. Cell line: OVCAR-8. Synergy scores: CSS=14.0, Synergy_ZIP=-2.99, Synergy_Bliss=6.15, Synergy_Loewe=-20.9, Synergy_HSA=-1.49.